From a dataset of Forward reaction prediction with 1.9M reactions from USPTO patents (1976-2016). Predict the product of the given reaction. (1) Given the reactants [Br:1][C:2]1[CH:3]=[C:4]([OH:11])[CH:5]=[CH:6][C:7]=1[N+:8]([O-:10])=[O:9].C(N(C(C)C)CC)(C)C.[CH3:21][O:22][CH2:23]Cl, predict the reaction product. The product is: [Br:1][C:2]1[CH:3]=[C:4]([O:11][CH2:21][O:22][CH3:23])[CH:5]=[CH:6][C:7]=1[N+:8]([O-:10])=[O:9]. (2) The product is: [Cl:13][C:14]1[CH:19]=[CH:18][C:17]([C:20]2[NH:12][C:11]3[N:10]([N:9]=[CH:8][C:7]=3[C:4]3[CH:5]=[CH:6][N:2]([CH3:1])[N:3]=3)[C:22](=[O:23])[CH:21]=2)=[CH:16][C:15]=1[O:28][CH2:29][C:30]([F:31])([F:33])[F:32]. Given the reactants [CH3:1][N:2]1[CH:6]=[CH:5][C:4]([C:7]2[CH:8]=[N:9][NH:10][C:11]=2[NH2:12])=[N:3]1.[Cl:13][C:14]1[CH:19]=[CH:18][C:17]([C:20](=O)[CH2:21][C:22](OCC)=[O:23])=[CH:16][C:15]=1[O:28][CH2:29][C:30]([F:33])([F:32])[F:31].CC1C=CC(S(O)(=O)=O)=CC=1, predict the reaction product. (3) Given the reactants Br[C:2]1[CH:3]=[C:4]2[C:9](=[CH:10][C:11]=1[O:12][CH3:13])[N:8]([C@@H:14]([CH:24]([CH3:26])[CH3:25])[CH2:15][O:16][Si:17]([C:20]([CH3:23])([CH3:22])[CH3:21])([CH3:19])[CH3:18])[CH:7]=[C:6]([C:27]([O:29][CH2:30][CH3:31])=[O:28])[C:5]2=[O:32].[CH3:33]B(O)O.C1COCC1.C(=O)([O-])[O-].[Na+].[Na+], predict the reaction product. The product is: [Si:17]([O:16][CH2:15][C@@H:14]([N:8]1[C:9]2[C:4](=[CH:3][C:2]([CH3:33])=[C:11]([O:12][CH3:13])[CH:10]=2)[C:5](=[O:32])[C:6]([C:27]([O:29][CH2:30][CH3:31])=[O:28])=[CH:7]1)[CH:24]([CH3:25])[CH3:26])([C:20]([CH3:23])([CH3:22])[CH3:21])([CH3:19])[CH3:18]. (4) The product is: [C:1]([C:5]1[O:9][N:8]=[C:7]([C:10]2[CH:15]=[C:14]([O:25][CH2:24][CH:21]3[CH2:22][CH2:23][O:20]3)[C:13]([CH:17]3[CH2:19][CH2:18]3)=[CH:12][N:11]=2)[N:6]=1)([CH3:4])([CH3:3])[CH3:2]. Given the reactants [C:1]([C:5]1[O:9][N:8]=[C:7]([C:10]2[CH:15]=[C:14](Cl)[C:13]([CH:17]3[CH2:19][CH2:18]3)=[CH:12][N:11]=2)[N:6]=1)([CH3:4])([CH3:3])[CH3:2].[O:20]1[CH2:23][CH2:22][CH:21]1[CH2:24][OH:25], predict the reaction product. (5) Given the reactants [F:1][C:2]([F:25])([CH2:21][CH:22]([CH3:24])[CH3:23])[CH2:3][C@H:4]([NH:8][C@@H:9]([C:14]1[CH:19]=[CH:18][C:17]([F:20])=[CH:16][CH:15]=1)[C:10]([F:13])([F:12])[F:11])[C:5](O)=[O:6].CN(C(ON1N=[N:41][C:36]2[CH:37]=[CH:38]C=N[C:35]1=2)=[N+](C)C)C.F[P-](F)(F)(F)(F)F.CN1CCO[CH2:53][CH2:52]1.CC([O:61]C)(C)C.[CH3:63][N:64](C)[CH:65]=[O:66], predict the reaction product. The product is: [CH:63]1([NH:64][C:65](=[O:66])[CH:35]([OH:61])[C@@H:36]([NH:41][C:5](=[O:6])[C@@H:4]([NH:8][C@@H:9]([C:14]2[CH:15]=[CH:16][C:17]([F:20])=[CH:18][CH:19]=2)[C:10]([F:12])([F:11])[F:13])[CH2:3][C:2]([F:1])([F:25])[CH2:21][CH:22]([CH3:24])[CH3:23])[CH2:37][CH3:38])[CH2:53][CH2:52]1. (6) The product is: [CH3:22][C:23]1[CH:24]=[C:25]([NH:26][C:8]2[N:7]=[C:6]3[N:5]([C:16]4[CH:21]=[CH:20][CH:19]=[CH:18][N:17]=4)[N:4]([CH2:1][C:2]#[CH:3])[C:12](=[O:13])[C:11]3=[CH:10][N:9]=2)[CH:27]=[CH:28][C:29]=1[N:30]1[CH2:31][CH2:32][N:33]([CH3:36])[CH2:34][CH2:35]1. Given the reactants [CH2:1]([N:4]1[C:12](=[O:13])[C:11]2[C:6](=[N:7][C:8](SC)=[N:9][CH:10]=2)[N:5]1[C:16]1[CH:21]=[CH:20][CH:19]=[CH:18][N:17]=1)[CH:2]=[CH2:3].[CH3:22][C:23]1[CH:24]=[C:25]([CH:27]=[CH:28][C:29]=1[N:30]1[CH2:35][CH2:34][N:33]([CH3:36])[CH2:32][CH2:31]1)[NH2:26], predict the reaction product. (7) Given the reactants O.[OH-].[Li+].C[O:5][C:6]([C:8]1[CH:9]=[C:10]2[C:14](=[C:15]([C:17]3[S:21][C:20]4[CH:22]=[CH:23][CH:24]=[CH:25][C:19]=4[CH:18]=3)[CH:16]=1)[NH:13][N:12]=[CH:11]2)=[O:7], predict the reaction product. The product is: [S:21]1[C:17]([C:15]2[CH:16]=[C:8]([C:6]([OH:7])=[O:5])[CH:9]=[C:10]3[C:14]=2[NH:13][N:12]=[CH:11]3)=[CH:18][C:19]2[CH:25]=[CH:24][CH:23]=[CH:22][C:20]1=2.